Dataset: Reaction yield outcomes from USPTO patents with 853,638 reactions. Task: Predict the reaction yield, written as a fraction of the theoretical maximum amount of product (1.0 means a 100% yield; for example, 0.34 means a 34% yield). (1) The reactants are Cl[C:2]1[N:7]=[C:6]([Cl:8])[N:5]=[C:4]([NH:9][C:10]2[CH:15]=[CH:14][CH:13]=[CH:12][C:11]=2[S:16]([CH:19]([CH3:21])[CH3:20])(=[O:18])=[O:17])[N:3]=1.[CH3:22][O:23][C:24]1([O:39][CH3:40])[CH2:29][CH2:28][N:27]([C:30]2[CH:36]=[CH:35][C:33]([NH2:34])=[C:32]([O:37][CH3:38])[CH:31]=2)[CH2:26][CH2:25]1.C(N(CC)C(C)C)(C)C.C(OC(C)C)(=O)C.C(=O)([O-])[O-].[K+].[K+]. The catalyst is CCCCCCC.O1CCCC1.O. The product is [Cl:8][C:6]1[N:7]=[C:2]([NH:34][C:33]2[CH:35]=[CH:36][C:30]([N:27]3[CH2:26][CH2:25][C:24]([O:23][CH3:22])([O:39][CH3:40])[CH2:29][CH2:28]3)=[CH:31][C:32]=2[O:37][CH3:38])[N:3]=[C:4]([NH:9][C:10]2[CH:15]=[CH:14][CH:13]=[CH:12][C:11]=2[S:16]([CH:19]([CH3:21])[CH3:20])(=[O:18])=[O:17])[N:5]=1. The yield is 0.800. (2) The reactants are [H-].[Na+].O1CCC[CH2:4]1.[CH3:8][CH:9]([C:13](=[O:15])[CH3:14])[C:10](=[O:12])[CH3:11].IC. The catalyst is O. The product is [CH3:8][C:9]([CH3:4])([C:13](=[O:15])[CH3:14])[C:10](=[O:12])[CH3:11]. The yield is 0.980. (3) The reactants are CS(C1C=CC([N:11]2C(=O)C=CC(C([O-])=O)=N2)=CC=1)(=O)=O.[C:21]([O:25][C:26]([N:28]1[CH2:33][CH2:32][CH:31]([O:34][C:35]2[C:36]([C:51]([O:53]C)=O)=[N:37][N:38]([C:42]3[CH:47]=[CH:46][C:45]([C:48]#[N:49])=[C:44]([F:50])[CH:43]=3)[C:39](=[O:41])[CH:40]=2)[CH2:30][CH2:29]1)=[O:27])([CH3:24])([CH3:23])[CH3:22].C(C)(C)C. The yield is 0.910. No catalyst specified. The product is [C:51]([C:36]1[C:35]([O:34][CH:31]2[CH2:32][CH2:33][N:28]([C:26]([O:25][C:21]([CH3:23])([CH3:22])[CH3:24])=[O:27])[CH2:29][CH2:30]2)=[CH:40][C:39](=[O:41])[N:38]([C:42]2[CH:47]=[CH:46][C:45]([C:48]#[N:49])=[C:44]([F:50])[CH:43]=2)[N:37]=1)(=[O:53])[NH2:11]. (4) The reactants are [CH:1]1([C:7](=O)[CH3:8])[CH2:6][CH2:5][CH2:4][CH2:3][CH2:2]1.C(O)(=O)C.[C:14]1([C@@H:20]2[CH2:22][C@H:21]2[NH2:23])[CH:19]=[CH:18][CH:17]=[CH:16][CH:15]=1.C(O[BH-](OC(=O)C)OC(=O)C)(=O)C.[Na+]. The catalyst is ClCCCl. The product is [CH:1]1([CH:7]([NH:23][C@@H:21]2[CH2:22][C@H:20]2[C:14]2[CH:19]=[CH:18][CH:17]=[CH:16][CH:15]=2)[CH3:8])[CH2:6][CH2:5][CH2:4][CH2:3][CH2:2]1. The yield is 0.249. (5) The reactants are CC1(C)[O:6][C@H:5]([CH2:7][N:8]2[CH2:13][CH2:12][CH2:11][C@@H:10]([NH:14][C:15]3[N:20]=[C:19]([C:21]4[N:28]5[C:24]([S:25][CH:26]=[CH:27]5)=[N:23][C:22]=4[C:29]4[CH:34]=[CH:33][CH:32]=[C:31]([O:35][CH3:36])[CH:30]=4)[CH:18]=[CH:17][N:16]=3)[CH2:9]2)[CH2:4][O:3]1.O.FC(F)(F)C(O)=O.C(=O)([O-])[O-].[K+].[K+]. The catalyst is CO. The product is [CH3:36][O:35][C:31]1[CH:30]=[C:29]([C:22]2[N:23]=[C:24]3[N:28]([C:21]=2[C:19]2[CH:18]=[CH:17][N:16]=[C:15]([NH:14][C@@H:10]4[CH2:11][CH2:12][CH2:13][N:8]([CH2:7][C@@H:5]([OH:6])[CH2:4][OH:3])[CH2:9]4)[N:20]=2)[CH:27]=[CH:26][S:25]3)[CH:34]=[CH:33][CH:32]=1. The yield is 0.870. (6) The reactants are I.[NH2:2][CH2:3][CH2:4][NH:5][C:6]1[C:7]([C:11]2[N:15]([C:16]3[CH:21]=[CH:20][CH:19]=[C:18]([C:22]([F:25])([F:24])[F:23])[CH:17]=3)C(=O)[O:13][N:12]=2)=[N:8][O:9][N:10]=1.Cl[S:28]([NH:31]C(=O)OC(C)(C)C)(=[O:30])=[O:29].C(N(CC)CC)C.FC(F)(F)C(O)=O.[OH-].[Na+].O.C(O)(=O)C. The catalyst is ClCCl. The product is [NH2:31][S:28]([NH:2][CH2:3][CH2:4][NH:5][C:6]1[C:7]([C:11](=[N:12][OH:13])[NH:15][C:16]2[CH:21]=[CH:20][CH:19]=[C:18]([C:22]([F:25])([F:24])[F:23])[CH:17]=2)=[N:8][O:9][N:10]=1)(=[O:30])=[O:29]. The yield is 0.390. (7) The reactants are N[C:2]1[CH:9]=[CH:8][CH:7]=[C:6]([N+:10]([O-:12])=[O:11])[C:3]=1[C:4]#[N:5].N([O-])=O.[Na+].[I-:17].[K+].O. The catalyst is OS(O)(=O)=O.C(O)(=O)C. The product is [I:17][C:2]1[CH:9]=[CH:8][CH:7]=[C:6]([N+:10]([O-:12])=[O:11])[C:3]=1[C:4]#[N:5]. The yield is 0.530. (8) The reactants are COC1C=CC(C[N:8]2[C:12]3=[N:13][CH:14]=[CH:15][C:16]([O:17][C:18]4[CH:23]=[CH:22][C:21]([NH:24][C:25]([C:27]5[C:32](=[O:33])[N:31]([C:34]6[CH:39]=[CH:38][C:37]([F:40])=[CH:36][CH:35]=6)[N:30]=[CH:29][CH:28]=5)=[O:26])=[CH:20][C:19]=4[F:41])=[C:11]3[C:10]([N:42]3[CH2:47][CH2:46][N:45](C(OC(C)(C)C)=O)[CH2:44][CH2:43]3)=[N:9]2)=CC=1.C(O)(C(F)(F)F)=O. No catalyst specified. The product is [F:41][C:19]1[CH:20]=[C:21]([NH:24][C:25]([C:27]2[C:32](=[O:33])[N:31]([C:34]3[CH:35]=[CH:36][C:37]([F:40])=[CH:38][CH:39]=3)[N:30]=[CH:29][CH:28]=2)=[O:26])[CH:22]=[CH:23][C:18]=1[O:17][C:16]1[CH:15]=[CH:14][N:13]=[C:12]2[NH:8][N:9]=[C:10]([N:42]3[CH2:43][CH2:44][NH:45][CH2:46][CH2:47]3)[C:11]=12. The yield is 0.873.